From a dataset of Reaction yield outcomes from USPTO patents with 853,638 reactions. Predict the reaction yield, written as a fraction of the theoretical maximum amount of product (1.0 means a 100% yield; for example, 0.34 means a 34% yield). (1) The reactants are [Br:1][C:2]1[CH:3]=[C:4]2[C:11]3([CH2:16][CH2:15][S:14][C:13]([NH2:17])=[N:12]3)[CH2:10][CH:9]([C:18]3[CH:23]=[CH:22][CH:21]=[CH:20][CH:19]=3)[O:8][C:5]2=[CH:6][CH:7]=1.[CH3:24][C:25]([O:28][C:29](O[C:29]([O:28][C:25]([CH3:27])([CH3:26])[CH3:24])=[O:30])=[O:30])([CH3:27])[CH3:26]. The catalyst is C1COCC1. The product is [Br:1][C:2]1[CH:3]=[C:4]2[C:11]3([CH2:16][CH2:15][S:14][C:13]([NH:17][C:29](=[O:30])[O:28][C:25]([CH3:27])([CH3:26])[CH3:24])=[N:12]3)[CH2:10][CH:9]([C:18]3[CH:19]=[CH:20][CH:21]=[CH:22][CH:23]=3)[O:8][C:5]2=[CH:6][CH:7]=1. The yield is 0.810. (2) The reactants are [F:1][CH2:2][CH2:3]I.C(=O)([O-])[O-].[K+].[K+].[C:11]([O:15][C:16]([NH:18][C@H:19]([C:37]([O:39][C:40]([CH3:43])([CH3:42])[CH3:41])=[O:38])[CH2:20][C@H:21]([CH2:29][C:30]1[CH:35]=[CH:34][C:33]([OH:36])=[CH:32][N:31]=1)[C:22]([O:24][C:25]([CH3:28])([CH3:27])[CH3:26])=[O:23])=[O:17])([CH3:14])([CH3:13])[CH3:12]. The catalyst is CN(C)C=O. The product is [C:11]([O:15][C:16]([NH:18][C@H:19]([C:37]([O:39][C:40]([CH3:43])([CH3:42])[CH3:41])=[O:38])[CH2:20][C@H:21]([CH2:29][C:30]1[CH:35]=[CH:34][C:33]([O:36][CH2:3][CH2:2][F:1])=[CH:32][N:31]=1)[C:22]([O:24][C:25]([CH3:27])([CH3:26])[CH3:28])=[O:23])=[O:17])([CH3:12])([CH3:13])[CH3:14]. The yield is 0.810. (3) The reactants are C[Si]([N-][Si](C)(C)C)(C)C.[Li+].[C:11]([C@@H:15]1[N:19]([C:20]2[CH:25]=[C:24]([Cl:26])[CH:23]=[C:22]([Cl:27])[CH:21]=2)[C:18](=[O:28])[C@@H:17]([CH3:29])[N:16]1[C:30](=[O:35])[C:31]([F:34])([F:33])[F:32])([CH3:14])([CH3:13])[CH3:12].[F:36][C:37]([F:48])([F:47])[O:38][C:39]1[CH:46]=[CH:45][C:42]([CH2:43]Br)=[CH:41][CH:40]=1. The catalyst is C1COCC1. The product is [C:11]([C@@H:15]1[N:19]([C:20]2[CH:21]=[C:22]([Cl:27])[CH:23]=[C:24]([Cl:26])[CH:25]=2)[C:18](=[O:28])[C@@:17]([CH3:29])([CH2:43][C:42]2[CH:45]=[CH:46][C:39]([O:38][C:37]([F:48])([F:47])[F:36])=[CH:40][CH:41]=2)[N:16]1[C:30](=[O:35])[C:31]([F:33])([F:34])[F:32])([CH3:12])([CH3:13])[CH3:14]. The yield is 0.870. (4) The reactants are [CH3:1][O:2][C:3](=[O:9])[C@H:4]1[CH2:8][CH2:7][CH2:6][NH:5]1.[CH2:10]=O. The catalyst is CN(C=O)C. The product is [CH3:1][O:2][C:3](=[O:9])[C@H:4]1[CH2:8][CH2:7][CH2:6][N:5]1[CH3:10]. The yield is 0.930. (5) The reactants are [O:1]=[C:2]1[NH:8][C:7]2[CH:9]=[C:10]([NH:13]C(NC3C=CC=CC=3)=O)[CH:11]=[CH:12][C:6]=2[N:5]=[C:4]([C:23]2[CH:28]=[CH:27][CH:26]=[C:25](B3OC(C)(C)C(C)(C)O3)[CH:24]=2)[CH2:3]1.C[C:39]([N:41](C)C)=O. The catalyst is O.[Zn].[C-]#N.[C-]#N.[Zn+2].C1C=CC(/C=C/C(/C=C/C2C=CC=CC=2)=O)=CC=1.C1C=CC(/C=C/C(/C=C/C2C=CC=CC=2)=O)=CC=1.C1C=CC(/C=C/C(/C=C/C2C=CC=CC=2)=O)=CC=1.[Pd].[Pd]. The product is [NH2:13][C:10]1[CH:11]=[CH:12][C:6]2[N:5]=[C:4]([C:23]3[CH:24]=[C:25]([CH:26]=[CH:27][CH:28]=3)[C:39]#[N:41])[CH2:3][C:2](=[O:1])[NH:8][C:7]=2[CH:9]=1. The yield is 0.620. (6) The reactants are [C:1]([OH:9])(=O)[C:2]1[CH:7]=[CH:6][CH:5]=[N:4][CH:3]=1.CN(C(ON1N=NC2C=CC=CC1=2)=[N+](C)C)C.[B-](F)(F)(F)F.CCN(C(C)C)C(C)C.[NH2:41][CH2:42][CH2:43][O:44][C:45]([CH3:66])([CH3:65])[CH2:46][N:47]1[C:59]2[C:58]3[CH:57]=[CH:56][CH:55]=[CH:54][C:53]=3[N:52]=[C:51]([NH2:60])[C:50]=2[N:49]=[C:48]1[CH2:61][O:62][CH2:63][CH3:64]. The catalyst is CN(C=O)C. The product is [NH2:60][C:51]1[C:50]2[N:49]=[C:48]([CH2:61][O:62][CH2:63][CH3:64])[N:47]([CH2:46][C:45]([CH3:66])([O:44][CH2:43][CH2:42][NH:41][C:1](=[O:9])[C:2]3[CH:7]=[CH:6][CH:5]=[N:4][CH:3]=3)[CH3:65])[C:59]=2[C:58]2[CH:57]=[CH:56][CH:55]=[CH:54][C:53]=2[N:52]=1. The yield is 0.850. (7) The reactants are [N+:1]([C:4]1[CH:13]=[C:12]2[C:7]([CH2:8][CH2:9][CH2:10][CH:11]2[OH:14])=[CH:6][CH:5]=1)([O-])=O. The catalyst is CO. The product is [NH2:1][C:4]1[CH:13]=[C:12]2[C:7]([CH2:8][CH2:9][CH2:10][CH:11]2[OH:14])=[CH:6][CH:5]=1. The yield is 0.950. (8) The reactants are [CH2:1]1[CH2:6][C@H:5]([C:7]([OH:9])=[O:8])[CH2:4][CH2:3][C@H:2]1[CH2:10][NH2:11].[C:12]([O:17][CH:18]([O:22][C:23](ON1C(=O)CCC1=O)=[O:24])[CH:19]([CH3:21])[CH3:20])(=[O:16])[CH2:13][CH2:14][CH3:15]. The catalyst is CC(OC)(C)C.CC(C)=O.O. The product is [C:12]([O:17][CH:18]([O:22][C:23]([NH:11][CH2:10][C@H:2]1[CH2:3][CH2:4][C@H:5]([C:7]([OH:9])=[O:8])[CH2:6][CH2:1]1)=[O:24])[CH:19]([CH3:21])[CH3:20])(=[O:16])[CH2:13][CH2:14][CH3:15]. The yield is 0.750. (9) The catalyst is CN(C=O)C. The reactants are [CH3:1][O:2][C:3]1[CH:8]=[CH:7][C:6]([OH:9])=[CH:5][CH:4]=1.C([O-])([O-])=O.[K+].[K+].Br[CH:17]([CH3:23])[C:18]([O:20][CH2:21][CH3:22])=[O:19]. The product is [CH2:21]([O:20][C:18](=[O:19])[CH:17]([O:9][C:6]1[CH:7]=[CH:8][C:3]([O:2][CH3:1])=[CH:4][CH:5]=1)[CH3:23])[CH3:22]. The yield is 0.810.